The task is: Predict which catalyst facilitates the given reaction.. This data is from Catalyst prediction with 721,799 reactions and 888 catalyst types from USPTO. (1) Reactant: [CH2:1]([O:3][C:4]([CH:6]1[CH2:11][CH2:10][NH:9][CH2:8][CH2:7]1)=[O:5])[CH3:2].[C:12](O[C:12]([O:14][C:15]([CH3:18])([CH3:17])[CH3:16])=[O:13])([O:14][C:15]([CH3:18])([CH3:17])[CH3:16])=[O:13]. Product: [CH2:1]([O:3][C:4]([CH:6]1[CH2:11][CH2:10][N:9]([C:12]([O:14][C:15]([CH3:18])([CH3:17])[CH3:16])=[O:13])[CH2:8][CH2:7]1)=[O:5])[CH3:2]. The catalyst class is: 4. (2) Reactant: Br[C:2]1[CH:3]=[C:4]([CH:14]=[CH:15][C:16]=1[F:17])[O:5][CH2:6][C:7]12[O:13][CH:10]([CH2:11][CH2:12]1)[CH2:9][CH2:8]2.[B:18]1([B:18]2[O:22][C:21]([CH3:24])([CH3:23])[C:20]([CH3:26])([CH3:25])[O:19]2)[O:22][C:21]([CH3:24])([CH3:23])[C:20]([CH3:26])([CH3:25])[O:19]1.C([O-])(=O)C.[K+]. Product: [F:17][C:16]1[CH:15]=[CH:14][C:4]([O:5][CH2:6][C:7]23[O:13][CH:10]([CH2:11][CH2:12]2)[CH2:9][CH2:8]3)=[CH:3][C:2]=1[B:18]1[O:22][C:21]([CH3:24])([CH3:23])[C:20]([CH3:26])([CH3:25])[O:19]1. The catalyst class is: 39. (3) Reactant: CN(C(ON1N=NC2C=CC=NC1=2)=[N+](C)C)C.F[P-](F)(F)(F)(F)F.[N:25]1([C:31]2[N:36]=[CH:35][CH:34]=[CH:33][N:32]=2)[CH2:30][CH2:29][NH:28][CH2:27][CH2:26]1.[CH3:37][O:38][C:39]1[CH:40]=[CH:41][C:42]2[NH:46][C:45](=[O:47])[N:44]([CH2:48][C@H:49]3[CH2:54][CH2:53][C@H:52]([C:55](O)=[O:56])[CH2:51][CH2:50]3)[C:43]=2[CH:58]=1. Product: [CH3:37][O:38][C:39]1[CH:40]=[CH:41][C:42]2[NH:46][C:45](=[O:47])[N:44]([CH2:48][C@H:49]3[CH2:54][CH2:53][C@H:52]([C:55]([N:28]4[CH2:29][CH2:30][N:25]([C:31]5[N:32]=[CH:33][CH:34]=[CH:35][N:36]=5)[CH2:26][CH2:27]4)=[O:56])[CH2:51][CH2:50]3)[C:43]=2[CH:58]=1. The catalyst class is: 2. (4) Reactant: [S-2].[Na+].[Na+].C[O:5][C:6]1[CH:23]=[C:22]2[C:9]([C@@:10]3([CH3:27])[C@H:19]([CH2:20][O:21]2)[C@:18]2([CH3:24])[C@H:13]([C:14]([CH3:26])([CH3:25])[CH2:15][CH2:16][CH2:17]2)[CH2:12][CH2:11]3)=[C:8]([CH3:28])[CH:7]=1. Product: [CH3:27][C@@:10]12[CH2:11][CH2:12][C@@H:13]3[C@:18]([CH3:24])([CH2:17][CH2:16][CH2:15][C:14]3([CH3:25])[CH3:26])[C@H:19]1[CH2:20][O:21][C:22]1[C:9]2=[C:8]([CH3:28])[CH:7]=[C:6]([OH:5])[CH:23]=1. The catalyst class is: 37.